From a dataset of Forward reaction prediction with 1.9M reactions from USPTO patents (1976-2016). Predict the product of the given reaction. (1) The product is: [CH2:12]([O:19][C:20]1[CH:25]=[CH:24][CH:23]=[CH:22][C:21]=1[CH:33]([C:32]1[CH:31]=[CH:30][C:29]([C:28]([F:27])([F:37])[F:38])=[CH:36][CH:35]=1)[OH:34])[C:13]1[CH:18]=[CH:17][CH:16]=[CH:15][CH:14]=1. Given the reactants CCCCCC.C([Li])CCC.[CH2:12]([O:19][C:20]1[CH:25]=[CH:24][CH:23]=[CH:22][C:21]=1Br)[C:13]1[CH:18]=[CH:17][CH:16]=[CH:15][CH:14]=1.[F:27][C:28]([F:38])([F:37])[C:29]1[CH:36]=[CH:35][C:32]([CH:33]=[O:34])=[CH:31][CH:30]=1.O, predict the reaction product. (2) Given the reactants [CH2:1]([O:11][C:12]1[CH:17]=[CH:16][N:15]=[C:14]([CH2:18][O:19]C(=O)C)[C:13]=1[CH3:23])[CH2:2][CH2:3][CH2:4][CH2:5][CH2:6][CH2:7][CH2:8][CH2:9][CH3:10].[OH-].[Na+], predict the reaction product. The product is: [CH2:1]([O:11][C:12]1[CH:17]=[CH:16][N:15]=[C:14]([CH2:18][OH:19])[C:13]=1[CH3:23])[CH2:2][CH2:3][CH2:4][CH2:5][CH2:6][CH2:7][CH2:8][CH2:9][CH3:10]. (3) Given the reactants [C:1]([C:3]1[CH:4]=[C:5]([C:9]2[C:10]3[N:11]([C:22]([CH2:25][CH3:26])=[CH:23][CH:24]=3)[N:12]=[C:13]([C:19](O)=[O:20])[C:14]=2[S:15]([CH3:18])(=[O:17])=[O:16])[CH:6]=[CH:7][CH:8]=1)#[N:2].Cl.[CH3:28][N:29](C)[CH2:30]CCN=C=NCC.ON1C2C=CC=CC=2N=N1, predict the reaction product. The product is: [C:1]([C:3]1[CH:4]=[C:5]([C:9]2[C:10]3[N:11]([C:22]([CH2:25][CH3:26])=[CH:23][CH:24]=3)[N:12]=[C:13]([C:19]([N:29]([CH3:30])[CH3:28])=[O:20])[C:14]=2[S:15]([CH3:18])(=[O:16])=[O:17])[CH:6]=[CH:7][CH:8]=1)#[N:2]. (4) Given the reactants Br[C:2]1[CH:3]=[CH:4][C:5]([CH3:14])=[C:6]([NH:8][C:9](=[O:13])[CH:10]([CH3:12])[CH3:11])[CH:7]=1.CC1(C)C(C)(C)OB([C:23]2[CH2:24][CH2:25][N:26]([C:29]([O:31][C:32]([CH3:35])([CH3:34])[CH3:33])=[O:30])[CH2:27][CH:28]=2)O1, predict the reaction product. The product is: [C:9]([NH:8][C:6]1[CH:7]=[C:2]([C:23]2[CH2:28][CH2:27][N:26]([C:29]([O:31][C:32]([CH3:35])([CH3:34])[CH3:33])=[O:30])[CH2:25][CH:24]=2)[CH:3]=[CH:4][C:5]=1[CH3:14])(=[O:13])[CH:10]([CH3:12])[CH3:11].